This data is from Full USPTO retrosynthesis dataset with 1.9M reactions from patents (1976-2016). The task is: Predict the reactants needed to synthesize the given product. (1) Given the product [CH3:19][CH2:18][CH2:17][CH2:16][CH2:15][CH:14]=[CH:13][CH2:12][CH:11]=[CH:10][CH2:9][CH2:8][CH2:7][CH2:6][CH2:5][CH2:4][CH2:3][CH2:2][C:20](=[O:42])[CH2:22][CH2:23][CH2:24][CH2:25][CH2:26][CH2:27][CH2:28][CH2:29][CH:30]=[CH:31][CH2:32][CH:33]=[CH:34][CH2:35][CH2:36][CH2:37][CH2:38][CH3:39], predict the reactants needed to synthesize it. The reactants are: Br[CH2:2][CH2:3][CH2:4][CH2:5][CH2:6][CH2:7][CH2:8][CH2:9][CH:10]=[CH:11][CH2:12][CH:13]=[CH:14][CH2:15][CH2:16][CH2:17][CH2:18][CH3:19].[C:20]([CH2:22][CH2:23][CH2:24][CH2:25][CH2:26][CH2:27][CH2:28][CH2:29][CH:30]=[CH:31][CH2:32][CH:33]=[CH:34][CH2:35][CH2:36][CH2:37][CH2:38][CH3:39])#N.CC[O:42]CC. (2) Given the product [CH3:1][C:2]1[CH:3]=[CH:4][C:5]2[O:9][C:8]([N:10]3[CH2:15][CH2:14][CH2:13][CH2:12][C@H:11]3[C:16]([OH:18])=[O:17])=[N:7][C:6]=2[CH:26]=1, predict the reactants needed to synthesize it. The reactants are: [CH3:1][C:2]1[CH:3]=[CH:4][C:5]2[O:9][C:8]([N:10]3[CH2:15][CH2:14][CH2:13][CH2:12][C@H:11]3[C:16]([O:18]CC3C=CC=CC=3)=[O:17])=[N:7][C:6]=2[CH:26]=1. (3) Given the product [O:18]1[CH2:19][CH2:20][CH2:21][CH2:22][CH:17]1[C:13]1[CH:14]=[C:15]2[C:10](=[CH:11][CH:12]=1)[CH2:9][NH:8][CH2:16]2, predict the reactants needed to synthesize it. The reactants are: C([N:8]1[CH2:16][C:15]2[C:10](=[CH:11][CH:12]=[C:13]([C:17]3[O:18][CH2:19][CH2:20][CH2:21][CH:22]=3)[CH:14]=2)[CH2:9]1)C1C=CC=CC=1.C([O-])=O.[NH4+]. (4) Given the product [C:11]([C:10]1[CH:14]=[CH:15][C:16]([N:18]2[C:26]3[CH2:25][C:24]([CH3:27])([CH3:28])[CH2:23][C:22](=[O:29])[C:21]=3[C:20]([CH3:30])=[N:19]2)=[CH:17][C:9]=1[NH:8][CH:5]1[CH2:6][CH2:7][CH:2]([O:1][C:34](=[O:35])[CH2:33][CH2:32][NH:31][C:37]([O:39][C:40]([CH3:42])([CH3:41])[CH3:43])=[O:38])[CH2:3][CH2:4]1)(=[O:12])[NH2:13], predict the reactants needed to synthesize it. The reactants are: [OH:1][CH:2]1[CH2:7][CH2:6][CH:5]([NH:8][C:9]2[CH:17]=[C:16]([N:18]3[C:26]4[CH2:25][C:24]([CH3:28])([CH3:27])[CH2:23][C:22](=[O:29])[C:21]=4[C:20]([CH3:30])=[N:19]3)[CH:15]=[CH:14][C:10]=2[C:11]([NH2:13])=[O:12])[CH2:4][CH2:3]1.[NH:31]([C:37]([O:39][C:40]([CH3:43])([CH3:42])[CH3:41])=[O:38])[CH2:32][CH2:33][C:34](O)=[O:35].CCN=C=NCCCN(C)C.Cl. (5) Given the product [CH3:19][O:18][CH2:17][CH2:16][O:14][C:6]1[CH:7]=[C:8]([C:10]([F:11])([F:12])[F:13])[CH:9]=[C:4]([N+:1]([O-:3])=[O:2])[CH:5]=1, predict the reactants needed to synthesize it. The reactants are: [N+:1]([C:4]1[CH:5]=[C:6]([OH:14])[CH:7]=[C:8]([C:10]([F:13])([F:12])[F:11])[CH:9]=1)([O-:3])=[O:2].Br[CH2:16][CH2:17][O:18][CH3:19]. (6) Given the product [N:13]1([CH2:19][C:20]2[CH:34]=[CH:33][C:23]3[NH:24][C:25]([C:27]4[C:31]([NH:32][C:10]([C:9]5[N:8]6[C:4]([S:5][CH:6]=[CH:7]6)=[N:3][C:2]=5[CH3:1])=[O:12])=[CH:30][NH:29][N:28]=4)=[N:26][C:22]=3[CH:21]=2)[CH2:18][CH2:17][O:16][CH2:15][CH2:14]1, predict the reactants needed to synthesize it. The reactants are: [CH3:1][C:2]1[N:3]=[C:4]2[N:8]([C:9]=1[C:10]([OH:12])=O)[CH:7]=[CH:6][S:5]2.[N:13]1([CH2:19][C:20]2[CH:34]=[CH:33][C:23]3[NH:24][C:25]([C:27]4[C:31]([NH2:32])=[CH:30][NH:29][N:28]=4)=[N:26][C:22]=3[CH:21]=2)[CH2:18][CH2:17][O:16][CH2:15][CH2:14]1.C(Cl)CCl. (7) Given the product [C:33]([NH:37][CH2:16][CH2:15][C:13]1[N:12]=[C:11]([O:17][C:18]2[C:23]3[N:24]=[CH:25][S:26][C:22]=3[CH:21]=[CH:20][CH:19]=2)[CH:10]=[C:9]([C:6]2[CH:7]=[CH:8][C:3]([C:2]([F:32])([F:31])[F:1])=[CH:4][CH:5]=2)[N:14]=1)([CH3:36])([CH3:35])[CH3:34], predict the reactants needed to synthesize it. The reactants are: [F:1][C:2]([F:32])([F:31])[C:3]1[CH:8]=[CH:7][C:6]([C:9]2[N:14]=[C:13]([CH:15]=[CH2:16])[N:12]=[C:11]([O:17][C:18]3[C:23]4[N:24]=[C:25](NC(=O)C)[S:26][C:22]=4[CH:21]=[CH:20][CH:19]=3)[CH:10]=2)=[CH:5][CH:4]=1.[C:33]([NH2:37])([CH3:36])([CH3:35])[CH3:34].